Dataset: Reaction yield outcomes from USPTO patents with 853,638 reactions. Task: Predict the reaction yield, written as a fraction of the theoretical maximum amount of product (1.0 means a 100% yield; for example, 0.34 means a 34% yield). (1) The reactants are [Cl:1][CH2:2][C:3]1[NH:4][C:5]2[CH:11]=[CH:10][CH:9]=[CH:8][C:6]=2[N:7]=1.C(N(CC)C(C)C)(C)C.[CH3:21][Si:22]([CH3:29])([CH3:28])[CH2:23][CH2:24][O:25][CH2:26]Cl. The catalyst is C1COCC1. The product is [Cl:1][CH2:2][C:3]1[N:4]([CH2:26][O:25][CH2:24][CH2:23][Si:22]([CH3:29])([CH3:28])[CH3:21])[C:5]2[CH:11]=[CH:10][CH:9]=[CH:8][C:6]=2[N:7]=1. The yield is 0.650. (2) The product is [CH3:44][C:16]1[N:15]([C:12]2[CH:13]=[CH:14][C:9]([O:8][CH:5]3[CH2:6][CH2:7][C:2](=[O:1])[CH:3]([CH3:45])[CH2:4]3)=[CH:10][CH:11]=2)[C:20](=[O:21])[C:19]([CH2:22][C:23]2[CH:28]=[CH:27][C:26]([C:29]3[CH:34]=[CH:33][CH:32]=[CH:31][C:30]=3[C:35]3[NH:39][C:38](=[O:40])[O:37][N:36]=3)=[CH:25][CH:24]=2)=[C:18]([CH2:41][CH2:42][CH3:43])[N:17]=1. The yield is 0.770. The catalyst is C(Cl)Cl.O. The reactants are [OH:1][CH:2]1[CH2:7][CH2:6][CH:5]([O:8][C:9]2[CH:14]=[CH:13][C:12]([N:15]3[C:20](=[O:21])[C:19]([CH2:22][C:23]4[CH:28]=[CH:27][C:26]([C:29]5[CH:34]=[CH:33][CH:32]=[CH:31][C:30]=5[C:35]5[NH:39][C:38](=[O:40])[O:37][N:36]=5)=[CH:25][CH:24]=4)=[C:18]([CH2:41][CH2:42][CH3:43])[N:17]=[C:16]3[CH3:44])=[CH:11][CH:10]=2)[CH2:4][CH:3]1[CH3:45].CC(OI1(OC(C)=O)(OC(C)=O)OC(=O)C2C1=CC=CC=2)=O.C(OCC)(=O)C.S([O-])([O-])(=O)=S.[Na+].[Na+]. (3) The reactants are [F:1][C:2]1[CH:7]=[CH:6][C:5]([N:8]2[C:16]3[C:11](=[CH:12][C:13](O)=[CH:14][CH:15]=3)[CH2:10][CH2:9]2)=[CH:4][CH:3]=1.[C:18]([O-:21])([O-])=O.[K+].[K+].[Br:24][CH2:25][CH2:26][CH2:27][CH2:28][CH2:29]CBr. The catalyst is CC(C)=O. The product is [Br:24][CH2:25][CH2:26][CH2:27][CH2:28][CH2:29][CH2:18][O:21][CH:9]1[CH2:10][C:11]2[C:16](=[CH:15][CH:14]=[CH:13][CH:12]=2)[N:8]1[C:5]1[CH:6]=[CH:7][C:2]([F:1])=[CH:3][CH:4]=1. The yield is 0.250. (4) The reactants are [CH2:1]([O:5][C:6]([C:8]1[N:9]=[C:10]([C:26]#[N:27])[C:11]2[C:16]([C:17]=1[OH:18])=[CH:15][CH:14]=[C:13](SC1CCCCC1)[CH:12]=2)=[O:7])[CH2:2][CH2:3][CH3:4].[CH:28]1[CH:33]=[C:32](Cl)[CH:31]=[C:30](C(OO)=O)[CH:29]=1.[O-:39][S:40]([O-:43])(=S)=O.[Na+].[Na+]. The catalyst is C(Cl)Cl. The product is [CH2:1]([O:5][C:6]([C:8]1[N:9]=[C:10]([C:26]#[N:27])[C:11]2[C:16]([C:17]=1[OH:18])=[CH:15][CH:14]=[C:13]([S:40]([CH:28]1[CH2:33][CH2:32][CH2:31][CH2:30][CH2:29]1)(=[O:43])=[O:39])[CH:12]=2)=[O:7])[CH2:2][CH2:3][CH3:4]. The yield is 0.840. (5) The reactants are C(O)(C)C.[C:5]([O:9][C:10]([NH:12][C@H:13]1[CH2:18][CH2:17][C@H:16](/[C:19](/[C:22]2[S:26][CH:25]=[C:24]([C:27]([O:29][CH3:30])=[O:28])[C:23]=2[CH3:31])=[CH:20]\[CH3:21])[CH2:15][CH2:14]1)=[O:11])([CH3:8])([CH3:7])[CH3:6]. The catalyst is CO.[Pd]. The product is [C:5]([O:9][C:10]([NH:12][C@H:13]1[CH2:14][CH2:15][C@H:16]([CH:19]([C:22]2[S:26][CH:25]=[C:24]([C:27]([O:29][CH3:30])=[O:28])[C:23]=2[CH3:31])[CH2:20][CH3:21])[CH2:17][CH2:18]1)=[O:11])([CH3:8])([CH3:7])[CH3:6]. The yield is 0.531. (6) The reactants are [C:1]([O:5][C:6]([C:8]1[CH:9]=[C:10]([C:14]2[C:19]([CH3:20])=[CH:18][CH:17]=[CH:16][N+:15]=2[O-])[CH:11]=[CH:12][CH:13]=1)=[O:7])([CH3:4])([CH3:3])[CH3:2].[N:22]1C=CC=CC=1.CS(OS(C)(=O)=O)(=O)=O.C(CN)O. The catalyst is CC#N.O. The product is [C:1]([O:5][C:6](=[O:7])[C:8]1[CH:13]=[CH:12][CH:11]=[C:10]([C:14]2[C:19]([CH3:20])=[CH:18][CH:17]=[C:16]([NH2:22])[N:15]=2)[CH:9]=1)([CH3:4])([CH3:3])[CH3:2]. The yield is 0.530. (7) The product is [N:3]1[CH:4]=[CH:5][CH:6]=[CH:7][C:2]=1[S:12]([Cl:8])(=[O:16])=[O:13]. No catalyst specified. The reactants are S[C:2]1[CH:7]=[CH:6][CH:5]=[CH:4][N:3]=1.[Cl:8][O-].[Na+].O.[S:12](=[O:16])(=O)(O)[OH:13]. The yield is 0.720.